The task is: Predict the reactants needed to synthesize the given product.. This data is from Full USPTO retrosynthesis dataset with 1.9M reactions from patents (1976-2016). (1) Given the product [Cl:1][C:2]1[N:7]=[C:6]([CH:8]=[O:34])[C:5]2[C:9]([O:31][CH3:32])=[N:10][N:11]([C:12]([C:13]3[CH:18]=[CH:17][CH:16]=[CH:15][CH:14]=3)([C:19]3[CH:20]=[CH:21][CH:22]=[CH:23][CH:24]=3)[C:25]3[CH:26]=[CH:27][CH:28]=[CH:29][CH:30]=3)[C:4]=2[CH:3]=1, predict the reactants needed to synthesize it. The reactants are: [Cl:1][C:2]1[N:7]=[C:6]([CH3:8])[C:5]2[C:9]([O:31][CH3:32])=[N:10][N:11]([C:12]([C:25]3[CH:30]=[CH:29][CH:28]=[CH:27][CH:26]=3)([C:19]3[CH:24]=[CH:23][CH:22]=[CH:21][CH:20]=3)[C:13]3[CH:18]=[CH:17][CH:16]=[CH:15][CH:14]=3)[C:4]=2[CH:3]=1.[Se](=O)=[O:34]. (2) Given the product [OH:8][C@@H:9]([CH2:23][CH2:24][C:25]1[CH:26]=[CH:27][CH:28]=[CH:29][CH:30]=1)/[CH:10]=[CH:11]/[C@@H:12]1[C@@H:19]2[C@@H:15]([O:16][CH:17]([OH:20])[CH2:18]2)[CH2:14][C@H:13]1[OH:22].[SiH3:1][OH:8], predict the reactants needed to synthesize it. The reactants are: [Si:1]([O:8][C@@H:9]([CH2:23][CH2:24][C:25]1[CH:30]=[CH:29][CH:28]=[CH:27][CH:26]=1)/[CH:10]=[CH:11]/[C@@H:12]1[C@@H:19]2[C@@H:15]([O:16][CH:17]([O:20]C)[CH2:18]2)[CH2:14][C@H:13]1[OH:22])(C(C)(C)C)(C)C. (3) Given the product [CH3:14][O:13][CH2:12][CH2:11][N:7]1[CH:8]=[CH:9][CH:10]=[C:6]1[CH:2]([C:15]1[CH:16]=[CH:17][C:18]([N:21]([CH3:31])[S:22]([C:25]2[CH:30]=[CH:29][CH:28]=[CH:27][CH:26]=2)(=[O:24])=[O:23])=[CH:19][CH:20]=1)[CH2:3][CH2:4][CH3:5], predict the reactants needed to synthesize it. The reactants are: O[C:2]([C:15]1[CH:20]=[CH:19][C:18]([N:21]([CH3:31])[S:22]([C:25]2[CH:30]=[CH:29][CH:28]=[CH:27][CH:26]=2)(=[O:24])=[O:23])=[CH:17][CH:16]=1)([C:6]1[N:7]([CH2:11][CH2:12][O:13][CH3:14])[CH:8]=[CH:9][CH:10]=1)[CH2:3][CH2:4][CH3:5].C([SiH](CC)CC)C.B(F)(F)F.CCOCC. (4) Given the product [Cl:24][C:8]1[C:9]2[CH:10]=[N:11][C:2]([Cl:1])=[CH:3][C:4]=2[N:5]=[CH:6][N:7]=1, predict the reactants needed to synthesize it. The reactants are: [Cl:1][C:2]1[N:11]=[CH:10][C:9]2[C:8](=O)[NH:7][CH:6]=[N:5][C:4]=2[CH:3]=1.CN(C)C1C=CC=CC=1.P(Cl)(Cl)([Cl:24])=O. (5) Given the product [C:3]1([CH:8]=[CH:9][C:10]([NH:11][C:12]2[CH:7]=[CH:6][CH:5]=[CH:4][C:3]=2[C:2]([F:1])([F:14])[F:15])=[O:13])[CH:4]=[CH:5][CH:6]=[CH:7][CH:12]=1, predict the reactants needed to synthesize it. The reactants are: [F:1][C:2]([F:15])([F:14])[C:3]1[CH:4]=[CH:5][CH:6]=[C:7]2[C:12]=1[NH:11][C:10](=[O:13])[CH:9]=[CH:8]2. (6) Given the product [O:29]=[C:28]1[NH:26][N:27]=[C:1]([C:3]2[N:4]=[C:5]([O:13][C@H:14]3[CH2:18][CH2:17][N:16]([C:19]([O:21][C:22]([CH3:25])([CH3:24])[CH3:23])=[O:20])[CH2:15]3)[C:6]3[C:11]([CH:12]=2)=[CH:10][CH:9]=[CH:8][CH:7]=3)[NH:2]1, predict the reactants needed to synthesize it. The reactants are: [C:1]([C:3]1[N:4]=[C:5]([O:13][C@H:14]2[CH2:18][CH2:17][N:16]([C:19]([O:21][C:22]([CH3:25])([CH3:24])[CH3:23])=[O:20])[CH2:15]2)[C:6]2[C:11]([CH:12]=1)=[CH:10][CH:9]=[CH:8][CH:7]=2)#[N:2].[NH:26]([C:28](OCC)=[O:29])[NH2:27].C1CCN2C(=NCCC2)CC1.